Dataset: NCI-60 drug combinations with 297,098 pairs across 59 cell lines. Task: Regression. Given two drug SMILES strings and cell line genomic features, predict the synergy score measuring deviation from expected non-interaction effect. (1) Drug 2: C1=C(C(=O)NC(=O)N1)N(CCCl)CCCl. Cell line: PC-3. Drug 1: CCC1=CC2CC(C3=C(CN(C2)C1)C4=CC=CC=C4N3)(C5=C(C=C6C(=C5)C78CCN9C7C(C=CC9)(C(C(C8N6C)(C(=O)OC)O)OC(=O)C)CC)OC)C(=O)OC.C(C(C(=O)O)O)(C(=O)O)O. Synergy scores: CSS=22.3, Synergy_ZIP=-7.25, Synergy_Bliss=-10.4, Synergy_Loewe=-19.8, Synergy_HSA=-7.54. (2) Drug 1: CC1C(C(=O)NC(C(=O)N2CCCC2C(=O)N(CC(=O)N(C(C(=O)O1)C(C)C)C)C)C(C)C)NC(=O)C3=C4C(=C(C=C3)C)OC5=C(C(=O)C(=C(C5=N4)C(=O)NC6C(OC(=O)C(N(C(=O)CN(C(=O)C7CCCN7C(=O)C(NC6=O)C(C)C)C)C)C(C)C)C)N)C. Drug 2: CC1=C(C(=CC=C1)Cl)NC(=O)C2=CN=C(S2)NC3=CC(=NC(=N3)C)N4CCN(CC4)CCO. Cell line: SNB-19. Synergy scores: CSS=3.74, Synergy_ZIP=-1.68, Synergy_Bliss=3.08, Synergy_Loewe=-4.91, Synergy_HSA=-1.29. (3) Drug 1: C1=C(C(=O)NC(=O)N1)F. Drug 2: CC1C(C(CC(O1)OC2CC(OC(C2O)C)OC3=CC4=CC5=C(C(=O)C(C(C5)C(C(=O)C(C(C)O)O)OC)OC6CC(C(C(O6)C)O)OC7CC(C(C(O7)C)O)OC8CC(C(C(O8)C)O)(C)O)C(=C4C(=C3C)O)O)O)O. Cell line: MDA-MB-231. Synergy scores: CSS=23.3, Synergy_ZIP=-0.0298, Synergy_Bliss=4.93, Synergy_Loewe=4.30, Synergy_HSA=4.36.